From a dataset of Forward reaction prediction with 1.9M reactions from USPTO patents (1976-2016). Predict the product of the given reaction. (1) Given the reactants [CH2:1]([C:3]1([CH3:30])[C:11]2[CH:10]=[N:9][C:8](S(C)(=O)=O)=[N:7][C:6]=2[CH:5]([C:16]([O:18][CH3:19])=[O:17])[N:4]1[C:20]([O:22][CH2:23][C:24]1[CH:29]=[CH:28][CH:27]=[CH:26][CH:25]=1)=[O:21])[CH3:2].[O:31]1[CH2:36][CH2:35][CH:34]([NH2:37])[CH2:33][CH2:32]1, predict the reaction product. The product is: [CH2:1]([C:3]1([CH3:30])[C:11]2[CH:10]=[N:9][C:8]([NH:37][CH:34]3[CH2:35][CH2:36][O:31][CH2:32][CH2:33]3)=[N:7][C:6]=2[CH:5]([C:16]([O:18][CH3:19])=[O:17])[N:4]1[C:20]([O:22][CH2:23][C:24]1[CH:29]=[CH:28][CH:27]=[CH:26][CH:25]=1)=[O:21])[CH3:2]. (2) Given the reactants [F:1][C:2]1[CH:7]=[CH:6][CH:5]=[C:4]([F:8])[C:3]=1[N:9]1[C:14]2[N:15]=[C:16](S(C)(=O)=O)[N:17]=[C:18]([C:19]3[CH:24]=[CH:23][C:22]([F:25])=[CH:21][C:20]=3[CH3:26])[C:13]=2[CH:12]=[CH:11][C:10]1=[O:31].[CH3:32][S:33][CH2:34][CH2:35][CH2:36][NH2:37], predict the reaction product. The product is: [F:8][C:4]1[CH:5]=[CH:6][CH:7]=[C:2]([F:1])[C:3]=1[N:9]1[C:14]2[N:15]=[C:16]([NH:37][CH2:36][CH2:35][CH2:34][S:33][CH3:32])[N:17]=[C:18]([C:19]3[CH:24]=[CH:23][C:22]([F:25])=[CH:21][C:20]=3[CH3:26])[C:13]=2[CH:12]=[CH:11][C:10]1=[O:31]. (3) Given the reactants [CH3:1][O:2][C:3]1[CH:12]=[CH:11][CH:10]=[C:9]2[C:4]=1[CH:5]=[CH:6][C:7]([NH:13][C:14]1[C:22]3[C:17](=[CH:18][N:19]=[CH:20][CH:21]=3)[O:16][CH:15]=1)=[CH:8]2.[Li]CCCC.[CH2:28]1[O:30][CH2:29]1, predict the reaction product. The product is: [O:16]1[C:17]2=[CH:18][N:19]=[CH:20][CH:21]=[C:22]2[C:14]([N:13]([C:7]2[CH:6]=[CH:5][C:4]3[C:9](=[CH:10][CH:11]=[CH:12][C:3]=3[O:2][CH3:1])[CH:8]=2)[CH2:28][CH2:29][OH:30])=[CH:15]1. (4) Given the reactants Cl[C:2]1[CH:7]=[CH:6][C:5]([CH3:8])=[CH:4][C:3]=1[N+:9]([O-:11])=[O:10].[CH2:12]([Sn](CCCC)(CCCC)CCCC)[CH:13]=[CH2:14], predict the reaction product. The product is: [CH2:14]([C:2]1[CH:7]=[CH:6][C:5]([CH3:8])=[CH:4][C:3]=1[N+:9]([O-:11])=[O:10])[CH:13]=[CH2:12].